Dataset: Reaction yield outcomes from USPTO patents with 853,638 reactions. Task: Predict the reaction yield, written as a fraction of the theoretical maximum amount of product (1.0 means a 100% yield; for example, 0.34 means a 34% yield). The reactants are [CH2:1]([S:4]([CH:7]1[CH2:12][CH2:11][N:10](C(OC(C)(C)C)=O)[CH2:9][CH2:8]1)(=[O:6])=[O:5])[CH2:2][CH3:3].[ClH:20]. The catalyst is O1CCOCC1. The product is [ClH:20].[CH2:1]([S:4]([CH:7]1[CH2:8][CH2:9][NH:10][CH2:11][CH2:12]1)(=[O:5])=[O:6])[CH2:2][CH3:3]. The yield is 0.510.